From a dataset of Reaction yield outcomes from USPTO patents with 853,638 reactions. Predict the reaction yield, written as a fraction of the theoretical maximum amount of product (1.0 means a 100% yield; for example, 0.34 means a 34% yield). (1) The reactants are [NH2:1][C:2]1[N:7]=[CH:6][N:5]=[C:4]2[N:8]([CH2:27][C@H:28]3[CH2:32][CH2:31][CH2:30][N:29]3[C:33](=[O:37])[CH2:34][C:35]#[N:36])[N:9]=[C:10]([C:11]3[CH:16]=[CH:15][C:14]([O:17][C:18]4[CH:23]=[CH:22][CH:21]=[C:20]([F:24])[C:19]=4[F:25])=[CH:13][C:12]=3[F:26])[C:3]=12.[CH:38]1([CH:41]=O)[CH2:40][CH2:39]1.N1CCCCC1. The catalyst is C(O)C. The product is [NH2:1][C:2]1[N:7]=[CH:6][N:5]=[C:4]2[N:8]([CH2:27][C@H:28]3[CH2:32][CH2:31][CH2:30][N:29]3[C:33]([C:34](=[CH:41][CH:38]3[CH2:40][CH2:39]3)[C:35]#[N:36])=[O:37])[N:9]=[C:10]([C:11]3[CH:16]=[CH:15][C:14]([O:17][C:18]4[CH:23]=[CH:22][CH:21]=[C:20]([F:24])[C:19]=4[F:25])=[CH:13][C:12]=3[F:26])[C:3]=12. The yield is 0.360. (2) The reactants are [CH3:1][CH:2]([CH3:22])[CH2:3][CH:4]([C:6]1[CH:11]=[CH:10][C:9]([C:12]2[CH:17]=[CH:16][C:15]([C:18]([F:21])([F:20])[F:19])=[CH:14][CH:13]=2)=[CH:8][CH:7]=1)[NH2:5].CC(S(N)=O)(C)C.Cl[C:31]1[N:36]=[CH:35][C:34]([C:37]([O:39][CH3:40])=[O:38])=[CH:33][N:32]=1.C(N(C(C)C)CC)(C)C. The catalyst is CC(O)C. The product is [CH3:1][CH:2]([CH3:22])[CH2:3][CH:4]([NH:5][C:31]1[N:36]=[CH:35][C:34]([C:37]([O:39][CH3:40])=[O:38])=[CH:33][N:32]=1)[C:6]1[CH:11]=[CH:10][C:9]([C:12]2[CH:17]=[CH:16][C:15]([C:18]([F:19])([F:20])[F:21])=[CH:14][CH:13]=2)=[CH:8][CH:7]=1. The yield is 0.873. (3) The reactants are [CH3:1][O:2][C:3]1[CH:12]=[C:11]([O:13][CH3:14])[CH:10]=[C:9]2[C:4]=1[C:5](=[O:40])[NH:6][C:7]([C:15]1[N:20]=[C:19]([C:21]3[CH:31]=[CH:30][C:24]([C:25]([N:27]([CH3:29])[CH3:28])=[O:26])=[CH:23][C:22]=3C)[C:18]([O:33][CH2:34][CH2:35][NH:36][CH:37]([CH3:39])[CH3:38])=[CH:17][CH:16]=1)=[N:8]2.BrCCOC1C(C2C=CC(C(N(C)C)=O)=CC=2[Cl:77])=NC(C2NC(=O)C3C(=CC(OC)=CC=3OC)N=2)=CC=1. No catalyst specified. The product is [Cl:77][C:22]1[CH:23]=[C:24]([CH:30]=[CH:31][C:21]=1[C:19]1[C:18]([O:33][CH2:34][CH2:35][NH:36][CH:37]([CH3:38])[CH3:39])=[CH:17][CH:16]=[C:15]([C:7]2[NH:6][C:5](=[O:40])[C:4]3[C:9](=[CH:10][C:11]([O:13][CH3:14])=[CH:12][C:3]=3[O:2][CH3:1])[N:8]=2)[N:20]=1)[C:25]([N:27]([CH3:28])[CH3:29])=[O:26]. The yield is 0.760. (4) The reactants are Cl.[Cl:2][C:3]1[CH:4]=[CH:5][C:6]([CH3:11])=[C:7]([NH:9][NH2:10])[CH:8]=1.Cl.[CH3:13]/[C:14](/N)=[CH:15]\[C:16]#[N:17].C(=O)(O)[O-].[Na+]. The catalyst is C(O)C. The product is [Cl:2][C:3]1[CH:4]=[CH:5][C:6]([CH3:11])=[C:7]([N:9]2[C:16]([NH2:17])=[CH:15][C:14]([CH3:13])=[N:10]2)[CH:8]=1. The yield is 0.820. (5) The reactants are I[C:2]1[CH:7]=[CH:6][CH:5]=[CH:4][CH:3]=1.[Cl:8][C:9]1[CH:22]=[CH:21][C:20]2[NH:19][C:18]3[C:13](=[CH:14][CH:15]=[CH:16][CH:17]=3)[C:12]([CH3:24])([CH3:23])[C:11]=2[CH:10]=1.N#N.CC([O-])(C)C.[Na+]. The catalyst is C1(C)C=CC=CC=1.C([O-])(=O)C.[Pd+2].C([O-])(=O)C.P(C(C)(C)C)(C(C)(C)C)C(C)(C)C.O. The product is [Cl:8][C:9]1[CH:22]=[CH:21][C:20]2[N:19]([C:2]3[CH:7]=[CH:6][CH:5]=[CH:4][CH:3]=3)[C:18]3[C:13](=[CH:14][CH:15]=[CH:16][CH:17]=3)[C:12]([CH3:24])([CH3:23])[C:11]=2[CH:10]=1. The yield is 0.810. (6) The reactants are O.[OH-].[Li+].[CH:4]1[C:13]2[C:8](=[CH:9][CH:10]=[CH:11][CH:12]=2)[CH:7]=[CH:6][C:5]=1[S:14]([CH:17]([CH2:22][CH2:23][C:24](=[O:43])[NH:25][C@H:26]1[C:35]2[C:30](=[CH:31][C:32]([CH2:36][N:37]3[CH2:42][CH2:41][CH2:40][CH2:39][CH2:38]3)=[CH:33][CH:34]=2)[CH2:29][CH2:28][CH2:27]1)[C:18]([O:20]C)=[O:19])(=[O:16])=[O:15]. The catalyst is CO.C1COCC1.O. The product is [CH:4]1[C:13]2[C:8](=[CH:9][CH:10]=[CH:11][CH:12]=2)[CH:7]=[CH:6][C:5]=1[S:14]([CH:17]([CH2:22][CH2:23][C:24](=[O:43])[NH:25][C@H:26]1[C:35]2[C:30](=[CH:31][C:32]([CH2:36][N:37]3[CH2:42][CH2:41][CH2:40][CH2:39][CH2:38]3)=[CH:33][CH:34]=2)[CH2:29][CH2:28][CH2:27]1)[C:18]([OH:20])=[O:19])(=[O:16])=[O:15]. The yield is 0.876.